Predict the reaction yield, written as a fraction of the theoretical maximum amount of product (1.0 means a 100% yield; for example, 0.34 means a 34% yield). From a dataset of Reaction yield outcomes from USPTO patents with 853,638 reactions. The reactants are [C:1]1([C:7]2([N:17]3[CH2:21][CH2:20][CH2:19][CH2:18]3)[CH2:16][CH2:15][C:10]3(OCC[O:11]3)[CH2:9][CH2:8]2)[CH:6]=[CH:5][CH:4]=[CH:3][CH:2]=1.CN(C)C1(C2C=CC=CC=2)CCC2(CCNCC2)CC1. No catalyst specified. The product is [C:1]1([C:7]2([N:17]3[CH2:21][CH2:20][CH2:19][CH2:18]3)[CH2:8][CH2:9][C:10](=[O:11])[CH2:15][CH2:16]2)[CH:2]=[CH:3][CH:4]=[CH:5][CH:6]=1. The yield is 0.800.